This data is from P-glycoprotein inhibition data for predicting drug efflux from Broccatelli et al.. The task is: Regression/Classification. Given a drug SMILES string, predict its absorption, distribution, metabolism, or excretion properties. Task type varies by dataset: regression for continuous measurements (e.g., permeability, clearance, half-life) or binary classification for categorical outcomes (e.g., BBB penetration, CYP inhibition). Dataset: pgp_broccatelli. The molecule is Cc1c(C(=O)c2cccs2)c(=O)n(-c2ccccc2)n1C[C@@H](O)CNC(C)C. The result is 0 (non-inhibitor).